This data is from Full USPTO retrosynthesis dataset with 1.9M reactions from patents (1976-2016). The task is: Predict the reactants needed to synthesize the given product. (1) Given the product [CH3:11][C:12]1([CH3:28])[C:16]([CH3:18])([CH3:17])[O:15][B:14]([C:2]2[CH:3]=[C:4]3[C:8](=[CH:9][CH:10]=2)[NH:7][N:6]=[CH:5]3)[O:13]1, predict the reactants needed to synthesize it. The reactants are: Br[C:2]1[CH:3]=[C:4]2[C:8](=[CH:9][CH:10]=1)[NH:7][N:6]=[CH:5]2.[CH3:11][C:12]1([CH3:28])[C:16]([CH3:18])([CH3:17])[O:15][B:14]([B:14]2[O:15][C:16]([CH3:18])([CH3:17])[C:12]([CH3:28])([CH3:11])[O:13]2)[O:13]1.C(Cl)Cl.CC([O-])=O.[K+]. (2) Given the product [CH3:19][C:18]([CH3:21])([CH3:20])[C:17]([NH:16][C:10]1[C:9]([C:23]([O:25][CH3:26])=[O:24])=[C:8]2[C:13]([C:14]3[CH:15]=[CH:2][N:3]=[N:4][C:5]=3[CH2:6][O:7]2)=[CH:12][CH:11]=1)=[O:22], predict the reactants needed to synthesize it. The reactants are: Cl[C:2]1[N:3]=[N:4][C:5]2[CH2:6][O:7][C:8]3[C:13]([C:14]=2[CH:15]=1)=[CH:12][CH:11]=[C:10]([NH:16][C:17](=[O:22])[C:18]([CH3:21])([CH3:20])[CH3:19])[C:9]=3[C:23]([O:25][CH3:26])=[O:24].C([O-])=O.[NH4+]. (3) Given the product [Cl:1][C:2]1[CH:7]=[CH:6][C:5]([CH:8]([C:21]2[CH:26]=[CH:25][C:24]([Cl:27])=[CH:23][CH:22]=2)[C:9]2[CH:10]=[C:11]3[C:16](=[CH:17][CH:18]=2)[NH:15][C:14](=[O:19])[CH:13]=[C:12]3[NH:37][CH2:36][C:33]2[CH:34]=[N:35][C:30]([C:29]([F:39])([F:28])[F:38])=[CH:31][CH:32]=2)=[CH:4][CH:3]=1, predict the reactants needed to synthesize it. The reactants are: [Cl:1][C:2]1[CH:7]=[CH:6][C:5]([CH:8]([C:21]2[CH:26]=[CH:25][C:24]([Cl:27])=[CH:23][CH:22]=2)[C:9]2[CH:10]=[C:11]3[C:16](=[CH:17][CH:18]=2)[N:15]=[C:14]([OH:19])[CH:13]=[C:12]3Br)=[CH:4][CH:3]=1.[F:28][C:29]([F:39])([F:38])[C:30]1[N:35]=[CH:34][C:33]([CH2:36][NH2:37])=[CH:32][CH:31]=1.C([O-])([O-])=O.[Cs+].[Cs+].